From a dataset of Reaction yield outcomes from USPTO patents with 853,638 reactions. Predict the reaction yield, written as a fraction of the theoretical maximum amount of product (1.0 means a 100% yield; for example, 0.34 means a 34% yield). The reactants are [Mg].Br[C:3]1[CH:8]=[CH:7][C:6]([O:9][CH2:10][CH2:11][O:12][CH2:13][CH2:14][CH2:15][CH3:16])=[CH:5][CH:4]=1.B(OC)(OC)OC.Br[C:25]1[CH:26]=[CH:27][C:28]2[N:35]([CH2:36][CH2:37][CH3:38])[CH2:34][CH2:33][CH2:32][C:31]([C:39]([OH:41])=[O:40])=[CH:30][C:29]=2[CH:42]=1.P([O-])([O-])([O-])=O.[K+].[K+].[K+]. The catalyst is O1CCCC1.C([O-])(=O)C.[Pd+2].C([O-])(=O)C.C1(P(C2C=CC=CC=2)C2C=CC=CC=2)C=CC=CC=1. The product is [CH2:13]([O:12][CH2:11][CH2:10][O:9][C:6]1[CH:7]=[CH:8][C:3]([C:25]2[CH:26]=[CH:27][C:28]3[N:35]([CH2:36][CH2:37][CH3:38])[CH2:34][CH2:33][CH2:32][C:31]([C:39]([OH:41])=[O:40])=[CH:30][C:29]=3[CH:42]=2)=[CH:4][CH:5]=1)[CH2:14][CH2:15][CH3:16]. The yield is 0.830.